Dataset: Experimentally validated miRNA-target interactions with 360,000+ pairs, plus equal number of negative samples. Task: Binary Classification. Given a miRNA mature sequence and a target amino acid sequence, predict their likelihood of interaction. (1) The miRNA is hsa-miR-4737 with sequence AUGCGAGGAUGCUGACAGUG. The protein sequence of the target gene is MRSKGRARKLATSNECAYGNYPEIPLEEMPDADADGITSVPSLHIQEPCSPATSSESFTPKEGSPYKAPIYIPDDIPIPDEFELRESTMPGAGLGIWTKRKIEIGEKFGPYMGEQRSDLKDSSYGWEILDEFCNVKFCIDASQPDVGSWLKYIRFAGCYDQHNLVACQINDQIFYRVVADIAPGEELLLFMKSEEDPHEPMAPDIHEERQHRCEDCDQLFESKAELADHQKFPCSTPHSAFSMVEEDLQQNLESESDLREIHGNQDCKECDRVFPDLQSLEKHMLSHTEEREYKCDQCPK.... Result: 0 (no interaction). (2) The miRNA is hsa-miR-1287-5p with sequence UGCUGGAUCAGUGGUUCGAGUC. The protein sequence of the target gene is MAKLLQPPPKFLPSEWHIANKNQYHRADAQRSRSERLVAESQRLVDEIEKTTRKSQSDVNKKLEQRLEEVQFWKKELDDKLEQLVNVTDDLLIYKIRLEKALETLKEPLHITETCLAYREKRIGIDLVHDTVEHELIKEAEIIQGIMALLTRTLEEASEQIRMNRSAKYNLEKDLKDKFVALTIDDICFSLNNNSPNIRYSENAVRIEPNSVSLEDWLDFSSTNVEKADKQRNNSLMLKALVDRILSQTANDLRKQCDVVDTAFKNGLKDTKDARDKLADHLAKVMEEIASQEKNITALE.... Result: 0 (no interaction).